From a dataset of Reaction yield outcomes from USPTO patents with 853,638 reactions. Predict the reaction yield, written as a fraction of the theoretical maximum amount of product (1.0 means a 100% yield; for example, 0.34 means a 34% yield). The yield is 0.480. No catalyst specified. The reactants are [C:1]([O:5][C:6]([N:8]1[CH2:12][CH2:11][CH2:10][C:9]1([CH:15]([CH2:17][CH3:18])C)[CH2:13][OH:14])=[O:7])([CH3:4])([CH3:3])[CH3:2].[CH2:19](Cl)Cl. The product is [C:1]([O:5][C:6]([N:8]1[CH2:12][CH2:11][CH2:10][C:9]1([CH2:15][CH2:17][CH2:18][CH3:19])[CH:13]=[O:14])=[O:7])([CH3:2])([CH3:3])[CH3:4].